Dataset: Reaction yield outcomes from USPTO patents with 853,638 reactions. Task: Predict the reaction yield, written as a fraction of the theoretical maximum amount of product (1.0 means a 100% yield; for example, 0.34 means a 34% yield). (1) The reactants are [OH:1][C:2]1[N:9]=[C:8]([CH3:10])[CH:7]=[C:6]([O:11][CH3:12])[C:3]=1[C:4]#[N:5].O.NN. The catalyst is C(O)C.[Ni]. The product is [NH2:5][CH2:4][C:3]1[C:2]([OH:1])=[N:9][C:8]([CH3:10])=[CH:7][C:6]=1[O:11][CH3:12]. The yield is 0.560. (2) The reactants are C[Al](C)C.[CH:5]1([NH2:8])[CH2:7][CH2:6]1.C[O:10][C:11](=O)[C:12]1[CH:17]=[CH:16][C:15]([O:18][CH2:19][C:20]2[C:21]([C:26]3[CH:31]=[CH:30][CH:29]=[C:28]([F:32])[CH:27]=3)=[N:22][O:23][C:24]=2[CH3:25])=[N:14][CH:13]=1.O. The catalyst is O1CCOCC1. The product is [CH:5]1([NH:8][C:11](=[O:10])[C:12]2[CH:17]=[CH:16][C:15]([O:18][CH2:19][C:20]3[C:21]([C:26]4[CH:31]=[CH:30][CH:29]=[C:28]([F:32])[CH:27]=4)=[N:22][O:23][C:24]=3[CH3:25])=[N:14][CH:13]=2)[CH2:7][CH2:6]1. The yield is 0.910.